From a dataset of Forward reaction prediction with 1.9M reactions from USPTO patents (1976-2016). Predict the product of the given reaction. (1) Given the reactants Br[C:2]1[CH:3]=[CH:4][C:5]([Cl:12])=[C:6]([C:8]([F:11])([F:10])[F:9])[CH:7]=1.[CH3:13][C@H:14]1[CH2:19][NH:18][CH2:17][C@@H:16]([CH3:20])[N:15]1[CH2:21][CH2:22][CH3:23].Cl, predict the reaction product. The product is: [Cl:12][C:5]1[CH:4]=[CH:3][C:2]([N:18]2[CH2:17][C@@H:16]([CH3:20])[N:15]([CH2:21][CH2:22][CH3:23])[C@@H:14]([CH3:13])[CH2:19]2)=[CH:7][C:6]=1[C:8]([F:11])([F:10])[F:9]. (2) Given the reactants C1(C(C2C=CC=CC=2)([C@@H]2CCCN2)O)C=CC=CC=1.B(OC)(OC)OC.B.C(N(CC)C1C=CC=CC=1)C.[N+:39]([C:42]1[CH:47]=[CH:46][C:45]([C:48](=[O:62])[CH2:49][CH2:50][C:51]([C:53]2[CH:58]=[CH:57][C:56]([N+:59]([O-:61])=[O:60])=[CH:55][CH:54]=2)=[O:52])=[CH:44][CH:43]=1)([O-:41])=[O:40].B.CO.Cl, predict the reaction product. The product is: [N+:39]([C:42]1[CH:47]=[CH:46][C:45]([C@H:48]([OH:62])[CH2:49][CH2:50][C@H:51]([C:53]2[CH:58]=[CH:57][C:56]([N+:59]([O-:61])=[O:60])=[CH:55][CH:54]=2)[OH:52])=[CH:44][CH:43]=1)([O-:41])=[O:40]. (3) Given the reactants [C:1]([O:5][C:6]([NH:8][C@@H:9]([C@H:13]([C:15]1[CH:20]=[CH:19][C:18]([O:21][C:22]([O:24][C:25]([CH3:28])([CH3:27])[CH3:26])=[O:23])=[CH:17][C:16]=1[F:29])[CH3:14])[C:10]([OH:12])=O)=[O:7])([CH3:4])([CH3:3])[CH3:2].Cl.[F:31][C:32]1([F:37])[CH2:36][CH2:35][NH:34][CH2:33]1, predict the reaction product. The product is: [C:25]([O:24][C:22](=[O:23])[O:21][C:18]1[CH:19]=[CH:20][C:15]([C@H:13]([CH3:14])[C@H:9]([NH:8][C:6]([O:5][C:1]([CH3:2])([CH3:4])[CH3:3])=[O:7])[C:10]([N:34]2[CH2:35][CH2:36][C:32]([F:37])([F:31])[CH2:33]2)=[O:12])=[C:16]([F:29])[CH:17]=1)([CH3:27])([CH3:26])[CH3:28]. (4) Given the reactants C(OC(=O)[NH:10][C:11]1[C:12]([C:28]([NH:30][C:31]2[CH:32]=[N:33][CH:34]=[CH:35][C:36]=2[N:37]2[CH2:42][C@H:41]([CH3:43])[C@@H:40]([OH:44])[C@H:39]([NH2:45])[CH2:38]2)=[O:29])=[N:13][C:14]2[C:19]([CH:20]=1)=[CH:18][CH:17]=[C:16]([N:21]1[CH2:26][CH2:25][CH2:24][CH2:23][C:22]1=[O:27])[CH:15]=2)C1C=CC=CC=1.[H][H], predict the reaction product. The product is: [NH2:10][C:11]1[C:12]([C:28]([NH:30][C:31]2[CH:32]=[N:33][CH:34]=[CH:35][C:36]=2[N:37]2[CH2:42][C@H:41]([CH3:43])[C@@H:40]([OH:44])[C@H:39]([NH2:45])[CH2:38]2)=[O:29])=[N:13][C:14]2[C:19]([CH:20]=1)=[CH:18][CH:17]=[C:16]([N:21]1[CH2:26][CH2:25][CH2:24][CH2:23][C:22]1=[O:27])[CH:15]=2. (5) Given the reactants [CH2:1]([O:8][C:9]([NH:11][C:12]1[C:13]([C:24]([O:26]CC)=[O:25])=[N:14][C:15]2[C:20]([CH:21]=1)=[CH:19][C:18]([F:22])=[C:17](Br)[CH:16]=2)=[O:10])[C:2]1[CH:7]=[CH:6][CH:5]=[CH:4][CH:3]=1.[O-]P([O-])([O-])=O.[K+].[K+].[K+].[CH:37](B1OC(C)(C)C(C)(C)O1)=[CH2:38].CC(O)=O, predict the reaction product. The product is: [CH2:1]([O:8][C:9]([NH:11][C:12]1[C:13]([C:24]([OH:26])=[O:25])=[N:14][C:15]2[C:20]([CH:21]=1)=[CH:19][C:18]([F:22])=[C:17]([CH:37]=[CH2:38])[CH:16]=2)=[O:10])[C:2]1[CH:3]=[CH:4][CH:5]=[CH:6][CH:7]=1. (6) Given the reactants [N:1]1([C:6]2[CH:13]=[CH:12][C:9]([CH:10]=O)=[CH:8][CH:7]=2)[CH:5]=[N:4][CH:3]=[N:2]1.[C:14]([O-])([O-])=O.[K+].[K+], predict the reaction product. The product is: [CH:10]([C:9]1[CH:12]=[CH:13][C:6]([N:1]2[CH:5]=[N:4][CH:3]=[N:2]2)=[CH:7][CH:8]=1)=[CH2:14].